Dataset: Full USPTO retrosynthesis dataset with 1.9M reactions from patents (1976-2016). Task: Predict the reactants needed to synthesize the given product. (1) Given the product [F:24][C:21]1[CH:20]=[CH:19][C:18]([C:5]2[C:4]3[C:8](=[CH:9][CH:10]=[C:2]([C:42]4[C:43]([N:45]([CH3:50])[S:46]([CH3:49])(=[O:48])=[O:47])=[CH:44][C:34]5[O:33][C:32]([C:29]6[CH:30]=[CH:31][C:26]([F:25])=[CH:27][CH:28]=6)=[C:36]([C:37](=[O:38])[NH:39][CH3:40])[C:35]=5[CH:41]=4)[CH:3]=3)[N:7]([C:11]([O:13][C:14]([CH3:17])([CH3:16])[CH3:15])=[O:12])[N:6]=2)=[CH:23][CH:22]=1, predict the reactants needed to synthesize it. The reactants are: Br[C:2]1[CH:3]=[C:4]2[C:8](=[CH:9][CH:10]=1)[N:7]([C:11]([O:13][C:14]([CH3:17])([CH3:16])[CH3:15])=[O:12])[N:6]=[C:5]2[C:18]1[CH:23]=[CH:22][C:21]([F:24])=[CH:20][CH:19]=1.[F:25][C:26]1[CH:31]=[CH:30][C:29]([C:32]2[O:33][C:34]3[CH:44]=[C:43]([N:45]([CH3:50])[S:46]([CH3:49])(=[O:48])=[O:47])[C:42](B4OC(C)(C)C(C)(C)O4)=[CH:41][C:35]=3[C:36]=2[C:37]([NH:39][CH3:40])=[O:38])=[CH:28][CH:27]=1.[O-]P([O-])([O-])=O.[K+].[K+].[K+]. (2) Given the product [N:6]1([CH2:5][C:4]2[CH:11]=[CH:12][C:13]([O:14][CH3:15])=[C:2]([C:22]3[CH:23]=[CH:24][C:17]4[C:18]([CH:21]=3)=[N:19][O:20][N:16]=4)[CH:3]=2)[CH:10]=[CH:9][N:8]=[CH:7]1, predict the reactants needed to synthesize it. The reactants are: Br[C:2]1[CH:3]=[C:4]([CH:11]=[CH:12][C:13]=1[O:14][CH3:15])[CH2:5][N:6]1[CH:10]=[CH:9][N:8]=[CH:7]1.[N:16]1[O:20][N:19]=[C:18]2[CH:21]=[C:22](B(O)O)[CH:23]=[CH:24][C:17]=12.C1(P(C2C=CC=CC=2)C2C=CC=CC=2)C=CC=CC=1.C(=O)([O-])[O-].[Cs+].[Cs+]. (3) Given the product [CH3:13][O:14][CH2:15][CH2:16][NH:27][C:3]1[CH:4]=[CH:5][C:6]([N+:8]([O-:10])=[O:9])=[CH:7][CH:2]=1, predict the reactants needed to synthesize it. The reactants are: F[C:2]1[CH:7]=[C:6]([N+:8]([O-:10])=[O:9])[CH:5]=[C:4](F)[C:3]=1F.[CH3:13][O:14][CH2:15][CH2:16]O.[H-].[Na+].C(OCC)(=O)C.C[N:27](C=O)C. (4) The reactants are: [Br:1][CH2:2][CH2:3][CH2:4][CH2:5][CH2:6][CH2:7][CH2:8][CH2:9][O:10][C:11]1[CH:16]=[CH:15][CH:14]=[C:13](C)[CH:12]=1.[F:18]C1C=CC=CC=1O.BrCCCCCCCCBr.C([O-])([O-])=O.[K+].[K+]. Given the product [Br:1][CH2:2][CH2:3][CH2:4][CH2:5][CH2:6][CH2:7][CH2:8][CH2:9][O:10][C:11]1[CH:16]=[CH:15][CH:14]=[CH:13][C:12]=1[F:18], predict the reactants needed to synthesize it. (5) Given the product [Si:1]([O:18][CH2:19][C:20]1[N:25]=[C:24]([C:26]([C:28]2[N:29]([CH3:33])[CH:30]=[CH:31][N:32]=2)=[O:27])[C:23]([F:34])=[C:22]([Cl:35])[C:21]=1[N:36]1[CH2:37][C@H:38]([CH3:43])[O:39][C@H:40]([CH3:42])[CH2:41]1)([C:14]([CH3:15])([CH3:17])[CH3:16])([C:2]1[CH:3]=[CH:4][CH:5]=[CH:6][CH:7]=1)[C:8]1[CH:9]=[CH:10][CH:11]=[CH:12][CH:13]=1, predict the reactants needed to synthesize it. The reactants are: [Si:1]([O:18][CH2:19][C:20]1[N:25]=[C:24]([CH:26]([C:28]2[N:29]([CH3:33])[CH:30]=[CH:31][N:32]=2)[OH:27])[C:23]([F:34])=[C:22]([Cl:35])[C:21]=1[N:36]1[CH2:41][C@H:40]([CH3:42])[O:39][C@H:38]([CH3:43])[CH2:37]1)([C:14]([CH3:17])([CH3:16])[CH3:15])([C:8]1[CH:13]=[CH:12][CH:11]=[CH:10][CH:9]=1)[C:2]1[CH:7]=[CH:6][CH:5]=[CH:4][CH:3]=1. (6) The reactants are: C([O:4][C@H:5]1[CH2:22][CH2:21][C@@:20]2([CH3:23])[C@@H:7]([CH2:8][CH2:9][C@:10]3([CH3:44])[C@@H:19]2[CH2:18][CH2:17][C@H:16]2[C@@:11]3([CH3:43])[CH2:12][CH2:13][C@@:14]3([C:30]([N:32]4[CH2:37][CH2:36][C:35]([CH2:41][CH3:42])([C:38]([OH:40])=[O:39])[CH2:34][CH2:33]4)=[O:31])[CH2:26][CH2:25][C@@H:24]([C:27]([CH3:29])=[CH2:28])[C@@H:15]32)[C:6]1([CH3:46])[CH3:45])(=O)C.C1COCC1.[OH-].[Na+]. Given the product [CH2:41]([C:35]1([C:38]([OH:40])=[O:39])[CH2:34][CH2:33][N:32]([C:30]([C@:14]23[CH2:26][CH2:25][C@@H:24]([C:27]([CH3:29])=[CH2:28])[C@@H:15]2[C@@H:16]2[C@@:11]([CH3:43])([CH2:12][CH2:13]3)[C@@:10]3([CH3:44])[C@@H:19]([C@:20]4([CH3:23])[C@@H:7]([CH2:8][CH2:9]3)[C:6]([CH3:46])([CH3:45])[C@@H:5]([OH:4])[CH2:22][CH2:21]4)[CH2:18][CH2:17]2)=[O:31])[CH2:37][CH2:36]1)[CH3:42], predict the reactants needed to synthesize it. (7) Given the product [F:1][C:2]1[CH:7]=[C:6]([N+:8]([O-:10])=[O:9])[CH:5]=[CH:4][C:3]=1[CH2:11][C:12]([O:14][CH2:15][CH3:16])=[O:13], predict the reactants needed to synthesize it. The reactants are: [F:1][C:2]1[CH:7]=[C:6]([N+:8]([O-:10])=[O:9])[CH:5]=[CH:4][C:3]=1[CH:11](C(OCC)=O)[C:12]([O:14][CH2:15][CH3:16])=[O:13].[Cl-].[Li+].O. (8) Given the product [CH3:24][C:21]1[O:20][C:19]([C:16]2[CH:15]=[CH:14][C:13]([N:12]3[C:3]4[CH:4]=[CH:5][C:6]5[CH:7]=[CH:8][CH:9]=[CH:10][C:11]=5[C:2]=4[NH:1][C:26](=[O:27])[C:25]3=[O:29])=[CH:18][CH:17]=2)=[N:23][N:22]=1, predict the reactants needed to synthesize it. The reactants are: [NH2:1][C:2]1[C:11]2[C:6](=[CH:7][CH:8]=[CH:9][CH:10]=2)[CH:5]=[CH:4][C:3]=1[NH:12][C:13]1[CH:18]=[CH:17][C:16]([C:19]2[O:20][C:21]([CH3:24])=[N:22][N:23]=2)=[CH:15][CH:14]=1.[C:25](Cl)(=[O:29])[C:26](Cl)=[O:27].